From a dataset of Forward reaction prediction with 1.9M reactions from USPTO patents (1976-2016). Predict the product of the given reaction. Given the reactants Cl[CH2:2][C:3]1[CH:8]=[CH:7][C:6]([Cl:9])=[C:5]([Cl:10])[CH:4]=1.[OH:11][C:12]1[CH:19]=[CH:18][C:15]([CH:16]=[O:17])=[CH:14][C:13]=1[CH3:20].C([O-])([O-])=O.[K+].[K+], predict the reaction product. The product is: [Cl:10][C:5]1[CH:4]=[C:3]([CH:8]=[CH:7][C:6]=1[Cl:9])[CH2:2][O:11][C:12]1[CH:19]=[CH:18][C:15]([CH:16]=[O:17])=[CH:14][C:13]=1[CH3:20].